This data is from TCR-epitope binding with 47,182 pairs between 192 epitopes and 23,139 TCRs. The task is: Binary Classification. Given a T-cell receptor sequence (or CDR3 region) and an epitope sequence, predict whether binding occurs between them. (1) The epitope is FVRATATIPI. The TCR CDR3 sequence is CASSQVLANTDTQYF. Result: 0 (the TCR does not bind to the epitope). (2) The epitope is KTSVDCTMYI. The TCR CDR3 sequence is CASSQDLNF. Result: 0 (the TCR does not bind to the epitope).